This data is from NCI-60 drug combinations with 297,098 pairs across 59 cell lines. The task is: Regression. Given two drug SMILES strings and cell line genomic features, predict the synergy score measuring deviation from expected non-interaction effect. Drug 1: C(CCl)NC(=O)N(CCCl)N=O. Drug 2: B(C(CC(C)C)NC(=O)C(CC1=CC=CC=C1)NC(=O)C2=NC=CN=C2)(O)O. Cell line: BT-549. Synergy scores: CSS=28.8, Synergy_ZIP=-2.27, Synergy_Bliss=-0.834, Synergy_Loewe=-1.56, Synergy_HSA=0.890.